The task is: Predict the reactants needed to synthesize the given product.. This data is from Full USPTO retrosynthesis dataset with 1.9M reactions from patents (1976-2016). (1) Given the product [F:1][C:2]1[C:3]([N:8]2[CH2:9][CH:10]=[C:11]([C:14]([NH2:15])=[O:18])[CH2:12][CH2:13]2)=[N:4][CH:5]=[CH:6][CH:7]=1, predict the reactants needed to synthesize it. The reactants are: [F:1][C:2]1[C:3]([N:8]2[CH2:13][CH:12]=[C:11]([C:14]#[N:15])[CH2:10][CH2:9]2)=[N:4][CH:5]=[CH:6][CH:7]=1.C([OH:18])C.O. (2) Given the product [Cl:1][CH2:2][C:3]1[CH:4]=[C:5]([C:6]([N:20]2[C:21]3[C:17](=[CH:16][C:15]([N+:12]([O-:14])=[O:13])=[CH:23][CH:22]=3)[CH2:18][CH2:19]2)=[O:7])[CH:9]=[CH:10][CH:11]=1, predict the reactants needed to synthesize it. The reactants are: [Cl:1][CH2:2][C:3]1[CH:4]=[C:5]([CH:9]=[CH:10][CH:11]=1)[C:6](Cl)=[O:7].[N+:12]([C:15]1[CH:16]=[C:17]2[C:21](=[CH:22][CH:23]=1)[NH:20][CH2:19][CH2:18]2)([O-:14])=[O:13].O.